This data is from Full USPTO retrosynthesis dataset with 1.9M reactions from patents (1976-2016). The task is: Predict the reactants needed to synthesize the given product. (1) Given the product [Br:7][C:8]1[CH:9]=[C:10]([C:14]#[CH:15])[CH:11]=[CH:12][CH:13]=1, predict the reactants needed to synthesize it. The reactants are: C([O-])([O-])=O.[K+].[K+].[Br:7][C:8]1[CH:9]=[C:10]([C:14]#[C:15][Si](C)(C)C)[CH:11]=[CH:12][CH:13]=1. (2) Given the product [Cl:1][C:2]1[C:3]([N:11]2[CH2:16][CH2:15][N:14]([CH2:17][CH2:18][CH2:19][N:20]3[C:28]4[CH2:27][CH2:26][N:25]([S:29]([CH3:32])(=[O:30])=[O:31])[CH2:24][C:23]=4[C:22]([C:33]4[CH:34]=[CH:35][C:36]([C:39]([F:40])([F:41])[F:42])=[CH:37][CH:38]=4)=[N:21]3)[CH2:13][CH2:12]2)=[C:4]([NH2:8])[CH:5]=[CH:6][CH:7]=1, predict the reactants needed to synthesize it. The reactants are: [Cl:1][C:2]1[CH:7]=[CH:6][CH:5]=[C:4]([N+:8]([O-])=O)[C:3]=1[N:11]1[CH2:16][CH2:15][N:14]([CH2:17][CH2:18][CH2:19][N:20]2[C:28]3[CH2:27][CH2:26][N:25]([S:29]([CH3:32])(=[O:31])=[O:30])[CH2:24][C:23]=3[C:22]([C:33]3[CH:38]=[CH:37][C:36]([C:39]([F:42])([F:41])[F:40])=[CH:35][CH:34]=3)=[N:21]2)[CH2:13][CH2:12]1.C(O)(=O)C. (3) Given the product [NH2:19][C:10]1[C:9]2[N:8]=[CH:7][N:6]([CH2:5][CH2:4][CH2:3][CH2:2][NH:1][C:27](=[O:28])[C:24]3[CH:23]=[CH:22][C:21]([Cl:20])=[N:26][CH:25]=3)[C:18]=2[C:17]2[CH:16]=[CH:15][CH:14]=[CH:13][C:12]=2[N:11]=1, predict the reactants needed to synthesize it. The reactants are: [NH2:1][CH2:2][CH2:3][CH2:4][CH2:5][N:6]1[C:18]2[C:17]3[CH:16]=[CH:15][CH:14]=[CH:13][C:12]=3[N:11]=[C:10]([NH2:19])[C:9]=2[N:8]=[CH:7]1.[Cl:20][C:21]1[N:26]=[CH:25][C:24]([C:27](Cl)=[O:28])=[CH:23][CH:22]=1. (4) Given the product [CH3:13][C:12]1[N:7]2[CH:8]=[CH:9][C:4]([N+:1]([O-:3])=[O:2])=[CH:5][C:6]2=[N:10][N:11]=1, predict the reactants needed to synthesize it. The reactants are: [N+:1]([C:4]1[CH:9]=[CH:8][N:7]=[C:6]([NH:10][NH:11][C:12](=O)[CH3:13])[CH:5]=1)([O-:3])=[O:2].[OH-].COC(NS([N+](CC)(CC)CC)(=O)=O)=O. (5) Given the product [N:28]1([CH2:16][C@@H:14]2[CH2:13][C@H:12]([N:8]3[C:4]4[N:5]=[CH:6][N:7]=[C:2]([NH2:1])[C:3]=4[C:10]([I:11])=[CH:9]3)[CH2:15]2)[CH2:31][CH2:30][CH2:29]1, predict the reactants needed to synthesize it. The reactants are: [NH2:1][C:2]1[C:3]2[C:10]([I:11])=[CH:9][N:8]([C@@H:12]3[CH2:15][C@H:14]([CH2:16]OS(C4C=CC(C)=CC=4)(=O)=O)[CH2:13]3)[C:4]=2[N:5]=[CH:6][N:7]=1.[NH:28]1[CH2:31][CH2:30][CH2:29]1. (6) Given the product [F:1][C:2]1[CH:31]=[CH:30][CH:29]=[CH:28][C:3]=1[CH2:4][C:5]1[C:6]2[CH2:27][N:26]([CH2:32][CH2:33][OH:34])[CH2:25][CH2:24][C:7]=2[N:8]=[C:9]([NH:11][C:12]2[CH:13]=[CH:14][C:15]([N:18]3[CH:22]=[CH:21][N:20]=[C:19]3[CH3:23])=[CH:16][CH:17]=2)[N:10]=1, predict the reactants needed to synthesize it. The reactants are: [F:1][C:2]1[CH:31]=[CH:30][CH:29]=[CH:28][C:3]=1[CH2:4][C:5]1[C:6]2[CH2:27][NH:26][CH2:25][CH2:24][C:7]=2[N:8]=[C:9]([NH:11][C:12]2[CH:17]=[CH:16][C:15]([N:18]3[CH:22]=[CH:21][N:20]=[C:19]3[CH3:23])=[CH:14][CH:13]=2)[N:10]=1.[CH:32](=O)[CH2:33][OH:34]. (7) Given the product [Cl:15][C:16]1[C:25]2[C:20](=[CH:21][CH:22]=[CH:23][CH:24]=2)[C:19]([N:4]2[CH2:3][CH2:2][N:1]([C:7]3[CH:14]=[CH:13][C:10]([C:11]#[N:12])=[CH:9][N:8]=3)[CH2:6][CH2:5]2)=[N:18][N:17]=1, predict the reactants needed to synthesize it. The reactants are: [N:1]1([C:7]2[CH:14]=[CH:13][C:10]([C:11]#[N:12])=[CH:9][N:8]=2)[CH2:6][CH2:5][NH:4][CH2:3][CH2:2]1.[Cl:15][C:16]1[C:25]2[C:20](=[CH:21][CH:22]=[CH:23][CH:24]=2)[C:19](Cl)=[N:18][N:17]=1.CCN(CC)CC.CN1C(=O)CCC1. (8) Given the product [Cl:1][C:2]1[S:3][C:4]([C:7](=[O:12])[CH:8]([NH:9][CH:10]=[O:11])[CH2:16][C:17]([O:19][CH2:20][CH3:21])=[O:18])=[CH:5][CH:6]=1, predict the reactants needed to synthesize it. The reactants are: [Cl:1][C:2]1[S:3][C:4]([C:7](=[O:12])[CH2:8][NH:9][CH:10]=[O:11])=[CH:5][CH:6]=1.[H-].[Na+].Br[CH2:16][C:17]([O:19][CH2:20][CH3:21])=[O:18].O. (9) Given the product [CH:12]1[C:8]2[CH2:9][CH2:10][C:11]3[CH:1]=[CH:2][CH:3]=[CH:4][C:5]=3[C:6](=[CH:16][C:17]3[N:22]=[C:21]([NH:23][S:32]([CH3:31])(=[O:34])=[O:33])[CH:20]=[CH:19][CH:18]=3)[C:7]=2[CH:15]=[CH:14][CH:13]=1, predict the reactants needed to synthesize it. The reactants are: [CH:1]1[C:11]2[CH2:10][CH2:9][C:8]3[CH:12]=[CH:13][CH:14]=[CH:15][C:7]=3[C:6](=[CH:16][C:17]3[N:22]=[C:21]([NH2:23])[CH:20]=[CH:19][CH:18]=3)[C:5]=2[CH:4]=[CH:3][CH:2]=1.C(N(CC)CC)C.[CH3:31][S:32](Cl)(=[O:34])=[O:33].Cl.